From a dataset of Catalyst prediction with 721,799 reactions and 888 catalyst types from USPTO. Predict which catalyst facilitates the given reaction. (1) Reactant: [OH:1][C:2]1[CH:9]=[CH:8][C:5]([C:6]#[N:7])=[C:4]([N+:10]([O-:12])=[O:11])[C:3]=1[O:13][CH3:14].[CH3:15][O:16][CH2:17]Cl.C(=O)([O-])[O-].[K+].[K+].O. Product: [CH3:14][O:13][C:3]1[C:4]([N+:10]([O-:12])=[O:11])=[C:5]([CH:8]=[CH:9][C:2]=1[O:1][CH2:15][O:16][CH3:17])[C:6]#[N:7]. The catalyst class is: 9. (2) Product: [CH3:8][C:6]1([CH3:7])[C:2]([CH3:16])([CH3:1])[O:3][B:4]([C:9]2[CH:10]=[C:11]([NH:12][C:30]([CH:27]3[CH2:28][CH2:29][O:24][CH2:25][CH2:26]3)=[O:31])[CH:13]=[CH:14][CH:15]=2)[O:5]1. The catalyst class is: 675. Reactant: [CH3:1][C:2]1([CH3:16])[C:6]([CH3:8])([CH3:7])[O:5][B:4]([C:9]2[CH:10]=[C:11]([CH:13]=[CH:14][CH:15]=2)[NH2:12])[O:3]1.C(N(CC)CC)C.[O:24]1[CH2:29][CH2:28][CH:27]([C:30](Cl)=[O:31])[CH2:26][CH2:25]1. (3) Reactant: Cl[C:2]1[N:6]([CH3:7])[C:5]2[C:8]([CH:14]([CH2:17][CH3:18])[CH2:15][CH3:16])=[CH:9][CH:10]=[C:11]([O:12]C)[C:4]=2[N:3]=1.[Cl:19][C:20]1[CH:26]=[C:25]([Cl:27])[CH:24]=[C:23]([CH3:28])[C:21]=1[NH2:22]. Product: [Cl:19][C:20]1[CH:26]=[C:25]([Cl:27])[CH:24]=[C:23]([CH3:28])[C:21]=1[NH:22][C:2]1[N:6]([CH3:7])[C:5]2[C:8]([CH:14]([CH2:17][CH3:18])[CH2:15][CH3:16])=[CH:9][CH:10]=[C:11]([OH:12])[C:4]=2[N:3]=1. The catalyst class is: 264. (4) Reactant: [C:1]1([C:7]2([C:17]3[CH:22]=[CH:21][CH:20]=[CH:19][CH:18]=3)[CH:11]3[CH2:12][NH:13][CH2:14][CH2:15][N:10]3[C:9](=[O:16])[O:8]2)[CH:6]=[CH:5][CH:4]=[CH:3][CH:2]=1.[C:23]1([N:29]=[C:30]=[O:31])[CH:28]=[CH:27][CH:26]=[CH:25][CH:24]=1. Product: [O:16]=[C:9]1[N:10]2[CH2:15][CH2:14][N:13]([C:30]([NH:29][C:23]3[CH:28]=[CH:27][CH:26]=[CH:25][CH:24]=3)=[O:31])[CH2:12][CH:11]2[C:7]([C:1]2[CH:6]=[CH:5][CH:4]=[CH:3][CH:2]=2)([C:17]2[CH:18]=[CH:19][CH:20]=[CH:21][CH:22]=2)[O:8]1. The catalyst class is: 11. (5) Reactant: [CH3:1][S:2]([C:5]1[CH:10]=[CH:9][C:8]([C:11]2[CH:12]=[C:13]3[CH2:19][C@@:18]([CH3:26])([CH:20]4[CH2:25][CH2:24][NH:23][CH2:22][CH2:21]4)[O:17][C:14]3=[CH:15][N:16]=2)=[CH:7][CH:6]=1)(=[O:4])=[O:3].Cl[C:28]([O:30][CH:31]([CH3:33])[CH3:32])=[O:29].C(N(CC)CC)C. Product: [CH:31]([O:30][C:28]([N:23]1[CH2:24][CH2:25][CH:20]([C@@:18]2([CH3:26])[O:17][C:14]3=[CH:15][N:16]=[C:11]([C:8]4[CH:9]=[CH:10][C:5]([S:2]([CH3:1])(=[O:3])=[O:4])=[CH:6][CH:7]=4)[CH:12]=[C:13]3[CH2:19]2)[CH2:21][CH2:22]1)=[O:29])([CH3:33])[CH3:32]. The catalyst class is: 4. (6) Reactant: Cl[CH2:2][C:3]1[N:4]=[C:5]([C:9]2[O:10][CH:11]=[CH:12][CH:13]=2)[O:6][C:7]=1[CH3:8].[CH2:14]([O:16][C:17]1[CH:18]=[C:19]([CH:22]=[CH:23][C:24]=1[OH:25])[CH:20]=[O:21])[CH3:15].C(=O)([O-])[O-].[K+].[K+].CN(C)C=O. Product: [CH2:14]([O:16][C:17]1[CH:18]=[C:19]([CH:22]=[CH:23][C:24]=1[O:25][CH2:2][C:3]1[N:4]=[C:5]([C:9]2[O:10][CH:11]=[CH:12][CH:13]=2)[O:6][C:7]=1[CH3:8])[CH:20]=[O:21])[CH3:15]. The catalyst class is: 6. (7) Reactant: [F:1][C:2]1[CH:7]=[CH:6][C:5]([N:8]2[C:12]3[CH:13]=[C:14]4[C@:19]([C:21](O)=[O:22])([CH2:20][C:11]=3[CH:10]=[N:9]2)[CH2:18][N:17]([S:24]([C:27]2[CH:28]=[N:29][C:30]([N:33]3[CH2:38][CH2:37][O:36][CH2:35][CH2:34]3)=[CH:31][CH:32]=2)(=[O:26])=[O:25])[CH2:16][CH2:15]4)=[CH:4][CH:3]=1.C(Cl)(=O)C([Cl:42])=O. Product: [F:1][C:2]1[CH:7]=[CH:6][C:5]([N:8]2[C:12]3[CH:13]=[C:14]4[C@:19]([C:21]([Cl:42])=[O:22])([CH2:20][C:11]=3[CH:10]=[N:9]2)[CH2:18][N:17]([S:24]([C:27]2[CH:28]=[N:29][C:30]([N:33]3[CH2:38][CH2:37][O:36][CH2:35][CH2:34]3)=[CH:31][CH:32]=2)(=[O:26])=[O:25])[CH2:16][CH2:15]4)=[CH:4][CH:3]=1. The catalyst class is: 120. (8) Reactant: [Br:1][C:2]1[C:3]([NH:9][CH2:10][C:11]([O:13]CC)=[O:12])=[N:4][CH:5]=[C:6]([Br:8])[N:7]=1.[OH-].[Na+:17].O. Product: [Br:1][C:2]1[C:3]([NH:9][CH2:10][C:11]([O-:13])=[O:12])=[N:4][CH:5]=[C:6]([Br:8])[N:7]=1.[Na+:17]. The catalyst class is: 7. (9) Reactant: [C:1]([NH:18][C:19]1([C:28]([OH:30])=O)[CH2:27][C:26]2[C:21](=[CH:22][CH:23]=[CH:24][CH:25]=2)[CH2:20]1)([O:3]CC1C2C(=CC=CC=2)C2C1=CC=CC=2)=O.CCN=C=NCCCN(C)C.Cl.C(OC([NH:50][C:51](=[NH:65])[N:52](C(OC(C)(C)C)=O)[CH2:53][CH2:54][CH2:55][CH2:56][NH2:57])=O)(C)(C)C.NCC1CCNCC1.C1(=O)[O:80][C:78](=[O:79])[CH2:77][CH2:76][CH2:75]1.C(O)(C(F)(F)F)=O. Product: [NH:52]([CH2:53][CH2:54][CH2:55][CH2:56][NH:57][C:28]([C:19]1([NH:18][C:1]([CH2:75][CH2:76][CH2:77][C:78]([OH:80])=[O:79])=[O:3])[CH2:20][C:21]2[C:26](=[CH:25][CH:24]=[CH:23][CH:22]=2)[CH2:27]1)=[O:30])[C:51]([NH2:50])=[NH:65]. The catalyst class is: 526.